From a dataset of Tyrosyl-DNA phosphodiesterase HTS with 341,365 compounds. Binary Classification. Given a drug SMILES string, predict its activity (active/inactive) in a high-throughput screening assay against a specified biological target. (1) The compound is S=C(N(Cc1cc2c([nH]c1=O)cc(cc2C)C)CCc1cc(OC)c(OC)cc1)NC. The result is 0 (inactive). (2) The drug is Clc1c(NC(=O)CCc2onc(n2)c2c(OC)cccc2)cccc1. The result is 0 (inactive). (3) The drug is S(=O)(=O)(NCC(n1nc(nc1C)C)C)c1cc(c(cc1)C)C. The result is 0 (inactive). (4) The molecule is s1c(C2=NN(C(C2)c2occc2)c2ccccc2)ccc1. The result is 1 (active).